Dataset: NCI-60 drug combinations with 297,098 pairs across 59 cell lines. Task: Regression. Given two drug SMILES strings and cell line genomic features, predict the synergy score measuring deviation from expected non-interaction effect. Drug 1: CC12CCC3C(C1CCC2O)C(CC4=C3C=CC(=C4)O)CCCCCCCCCS(=O)CCCC(C(F)(F)F)(F)F. Drug 2: CCC1=C2CN3C(=CC4=C(C3=O)COC(=O)C4(CC)O)C2=NC5=C1C=C(C=C5)O. Cell line: OVCAR-4. Synergy scores: CSS=-1.02, Synergy_ZIP=0.856, Synergy_Bliss=0.199, Synergy_Loewe=-3.02, Synergy_HSA=-2.73.